From a dataset of Reaction yield outcomes from USPTO patents with 853,638 reactions. Predict the reaction yield, written as a fraction of the theoretical maximum amount of product (1.0 means a 100% yield; for example, 0.34 means a 34% yield). (1) The reactants are [CH2:1]([C@H:3]1[C@H:6]([CH2:7][C@H:8]([OH:20])[CH2:9][CH2:10][CH2:11][CH2:12][CH2:13][CH2:14][CH2:15][CH2:16][CH2:17][CH2:18][CH3:19])[O:5][C:4]1=[O:21])[CH3:2].[CH:22]([NH:24][CH2:25][C:26](O)=[O:27])=[O:23].C1(P(C2C=CC=CC=2)C2C=CC=CC=2)C=CC=CC=1.CC(OC(/N=N/C(OC(C)C)=O)=O)C. The catalyst is C1(C)C(C)=CC=CC=1. The product is [CH:22]([NH:24][CH2:25][C:26]([O:20][C@H:8]([CH2:9][CH2:10][CH2:11][CH2:12][CH2:13][CH2:14][CH2:15][CH2:16][CH2:17][CH2:18][CH3:19])[CH2:7][C@H:6]1[C@H:3]([CH2:1][CH3:2])[C:4](=[O:21])[O:5]1)=[O:27])=[O:23]. The yield is 0.430. (2) The reactants are [Cl:1][C:2]1[CH:15]=[CH:14][C:5]([CH2:6][C:7]2[C:8]([CH3:13])=[N:9][NH:10][C:11]=2[NH2:12])=[CH:4][CH:3]=1.C[O:17][C:18](=O)[CH2:19][C:20]([C:22]1[CH:31]=[CH:30][C:25]([C:26]([O:28][CH3:29])=[O:27])=[CH:24][CH:23]=1)=O. The catalyst is C(O)(=O)C. The product is [Cl:1][C:2]1[CH:15]=[CH:14][C:5]([CH2:6][C:7]2[C:8]([CH3:13])=[N:9][N:10]3[C:18](=[O:17])[CH:19]=[C:20]([C:22]4[CH:31]=[CH:30][C:25]([C:26]([O:28][CH3:29])=[O:27])=[CH:24][CH:23]=4)[NH:12][C:11]=23)=[CH:4][CH:3]=1. The yield is 0.400. (3) The reactants are [CH:1]([Si:3]([O:10][CH2:11][CH3:12])([O:7][CH2:8][CH3:9])[O:4][CH2:5][CH3:6])=[CH2:2].[CH2:13](O)[CH2:14][CH2:15][CH2:16][CH2:17][CH2:18]CC. No catalyst specified. The product is [CH:1]([Si:3]([O:4][CH2:5][CH3:6])([O:10][CH2:11][CH3:12])[O:7][CH2:8][CH2:9][CH2:13][CH2:14][CH2:15][CH2:16][CH2:17][CH3:18])=[CH2:2]. The yield is 0.550. (4) The reactants are C(O[C:4]1[CH2:5][N:6]([C:10]([O:12][C:13]([CH3:16])([CH3:15])[CH3:14])=[O:11])[CH2:7][CH2:8][N:9]=1)C.[Cl:17][C:18]1[CH:23]=[CH:22][C:21]([CH:24]([NH:29][C:30](=[O:36])[O:31][C:32]([CH3:35])([CH3:34])[CH3:33])[C:25]([NH:27][NH2:28])=O)=[CH:20][CH:19]=1.C1(C)C=CC=CC=1. The catalyst is C(OCC)(=O)C. The product is [C:32]([O:31][C:30]([NH:29][CH:24]([C:21]1[CH:22]=[CH:23][C:18]([Cl:17])=[CH:19][CH:20]=1)[C:25]1[N:9]2[CH2:8][CH2:7][N:6]([C:10]([O:12][C:13]([CH3:14])([CH3:15])[CH3:16])=[O:11])[CH2:5][C:4]2=[N:28][N:27]=1)=[O:36])([CH3:35])([CH3:33])[CH3:34]. The yield is 0.600. (5) The reactants are [Cl:1][C:2]1[CH:18]=[CH:17][C:5]2[CH2:6][CH2:7][N:8]([C:11](=[O:16])[C:12]([F:15])([F:14])[F:13])[CH2:9][CH2:10][C:4]=2[C:3]=1OS(C(F)(F)F)(=O)=O.C1(P(C2C=CC=CC=2)C2C=CC=CC=2)C=CC=CC=1.[CH2:46]([NH:49][C:50]([CH:52]1[CH2:56][CH2:55][CH2:54][CH2:53]1)=[O:51])[C:47]#[CH:48]. The catalyst is C(N(CC)CC)C.CN(C=O)C.CCOC(C)=O.CCCCCC.C1C=CC(/C=C/C(/C=C/C2C=CC=CC=2)=O)=CC=1.C1C=CC(/C=C/C(/C=C/C2C=CC=CC=2)=O)=CC=1.C1C=CC(/C=C/C(/C=C/C2C=CC=CC=2)=O)=CC=1.[Pd].[Pd].[Cu]I. The product is [Cl:1][C:2]1[CH:18]=[CH:17][C:5]2[CH2:6][CH2:7][N:8]([C:11](=[O:16])[C:12]([F:15])([F:14])[F:13])[CH2:9][CH2:10][C:4]=2[C:3]=1[C:48]#[C:47][CH2:46][NH:49][C:50]([CH:52]1[CH2:56][CH2:55][CH2:54][CH2:53]1)=[O:51]. The yield is 0.500. (6) The reactants are [CH:1]([N:4]1[C:10](=[O:11])[CH2:9][CH2:8][CH2:7][C:6]2[CH:12]=[C:13]([N+:16]([O-])=O)[CH:14]=[CH:15][C:5]1=2)([CH3:3])[CH3:2].Cl[C:20]1[N:25]=[C:24]([NH:26][C:27]2[CH:32]=[CH:31][C:30]([N:33]3[CH2:38][CH2:37][O:36][CH2:35][CH2:34]3)=[CH:29][C:28]=2[O:39][CH3:40])[C:23]([Cl:41])=[CH:22][N:21]=1. No catalyst specified. The product is [Cl:41][C:23]1[C:24]([NH:26][C:27]2[CH:32]=[CH:31][C:30]([N:33]3[CH2:34][CH2:35][O:36][CH2:37][CH2:38]3)=[CH:29][C:28]=2[O:39][CH3:40])=[N:25][C:20]([NH:16][C:13]2[CH:14]=[CH:15][C:5]3[N:4]([CH:1]([CH3:3])[CH3:2])[C:10](=[O:11])[CH2:9][CH2:8][CH2:7][C:6]=3[CH:12]=2)=[N:21][CH:22]=1. The yield is 0.520. (7) The reactants are [CH3:1][O:2][C:3]([C:5]1[C:10]([NH2:11])=[N:9][CH:8]=[C:7]([C:12]2[O:13][CH:14]=[CH:15][CH:16]=2)[N:6]=1)=[O:4]. The catalyst is C1COCC1.[Pd]. The product is [CH3:1][O:2][C:3]([C:5]1[C:10]([NH2:11])=[N:9][CH:8]=[C:7]([CH:12]2[CH2:16][CH2:15][CH2:14][O:13]2)[N:6]=1)=[O:4]. The yield is 0.310.